This data is from Catalyst prediction with 721,799 reactions and 888 catalyst types from USPTO. The task is: Predict which catalyst facilitates the given reaction. Reactant: Cl.[NH2:2][C:3]1[C:10]([N+:11]([O-])=O)=[CH:9][C:6]([C:7]#[N:8])=[CH:5][C:4]=1[O:14][CH3:15].[Sn](Cl)Cl. Product: [NH2:11][C:10]1[CH:9]=[C:6]([CH:5]=[C:4]([O:14][CH3:15])[C:3]=1[NH2:2])[C:7]#[N:8]. The catalyst class is: 8.